Dataset: Reaction yield outcomes from USPTO patents with 853,638 reactions. Task: Predict the reaction yield, written as a fraction of the theoretical maximum amount of product (1.0 means a 100% yield; for example, 0.34 means a 34% yield). (1) The reactants are [C:1]([O:5][C:6]([N:8]1[CH2:13][C:12](=[O:14])[CH2:11][CH2:10][CH:9]1[C:15]([OH:17])=[O:16])=[O:7])([CH3:4])([CH3:3])[CH3:2].[CH3:18][Si](C=[N+]=[N-])(C)C. The catalyst is C1(C)C=CC=CC=1.CO. The product is [C:1]([O:5][C:6]([N:8]1[CH2:13][C:12](=[O:14])[CH2:11][CH2:10][CH:9]1[C:15]([O:17][CH3:18])=[O:16])=[O:7])([CH3:4])([CH3:2])[CH3:3]. The yield is 0.950. (2) The reactants are [NH2:1][C:2]1[C:7]([OH:8])=[CH:6][C:5]([C:9]2[CH:14]=[CH:13][CH:12]=[CH:11][CH:10]=2)=[CH:4][N:3]=1.[H-].[Na+].[C:17](Cl)([C:30]1[CH:35]=[CH:34][CH:33]=[CH:32][CH:31]=1)([C:24]1[CH:29]=[CH:28][CH:27]=[CH:26][CH:25]=1)[C:18]1[CH:23]=[CH:22][CH:21]=[CH:20][CH:19]=1. The catalyst is C1COCC1. The product is [C:9]1([C:5]2[CH:6]=[C:7]([OH:8])[C:2]([NH:1][C:17]([C:18]3[CH:23]=[CH:22][CH:21]=[CH:20][CH:19]=3)([C:30]3[CH:31]=[CH:32][CH:33]=[CH:34][CH:35]=3)[C:24]3[CH:25]=[CH:26][CH:27]=[CH:28][CH:29]=3)=[N:3][CH:4]=2)[CH:14]=[CH:13][CH:12]=[CH:11][CH:10]=1. The yield is 0.230.